Dataset: Catalyst prediction with 721,799 reactions and 888 catalyst types from USPTO. Task: Predict which catalyst facilitates the given reaction. (1) Reactant: [Mg].[Mg].C1COCC1.[Br:8][C:9]1[CH:14]=[CH:13][C:12]([C:15]2[CH:20]=[CH:19][CH:18]=[CH:17][CH:16]=2)=[CH:11][CH:10]=1.[CH2:21]([C@H:23]1[O:25][CH2:24]1)[Cl:22].Cl. Product: [Br:8][C:9]1[CH:10]=[CH:11][C:12]([C:15]2[CH:20]=[CH:19][CH:18]=[CH:17][CH:16]=2)=[CH:13][CH:14]=1.[C:12]1([C:15]2[CH:20]=[CH:19][CH:18]=[CH:17][CH:16]=2)[CH:13]=[CH:14][C:9]([CH2:24][C@H:23]([OH:25])[CH2:21][Cl:22])=[CH:10][CH:11]=1. The catalyst class is: 20. (2) Reactant: [CH2:1]([S:8]([NH:11][C@H:12]1[CH2:17][CH2:16][C@H:15]([C:18]([O:27][Si:28]([CH2:33][CH3:34])([CH2:31][CH3:32])[CH2:29][CH3:30])([C:23]([F:26])([F:25])[F:24])[C:19]([F:22])([F:21])[F:20])[CH2:14][CH2:13]1)(=[O:10])=[O:9])[C:2]1[CH:7]=[CH:6][CH:5]=[CH:4][CH:3]=1.[Li].C[Si]([N-][Si](C)(C)C)(C)C.[F:45][C:46]([F:57])([F:56])[CH2:47]OS(C(F)(F)F)(=O)=O.[NH4+].[Cl-]. Product: [CH2:1]([S:8]([N:11]([CH2:47][C:46]([F:57])([F:56])[F:45])[C@H:12]1[CH2:17][CH2:16][C@H:15]([C:18]([O:27][Si:28]([CH2:31][CH3:32])([CH2:33][CH3:34])[CH2:29][CH3:30])([C:23]([F:24])([F:25])[F:26])[C:19]([F:20])([F:21])[F:22])[CH2:14][CH2:13]1)(=[O:10])=[O:9])[C:2]1[CH:3]=[CH:4][CH:5]=[CH:6][CH:7]=1. The catalyst class is: 116. (3) Reactant: C([O:3][C:4]([C:6]1[C:7]([C:12]2[CH:17]=[CH:16][C:15]([F:18])=[CH:14][CH:13]=2)=[N:8][O:9][C:10]=1[CH3:11])=[O:5])C.[CH:19](=O)[C:20]1[CH:25]=[CH:24][CH:23]=[CH:22][CH:21]=1.[O-]CC.[Na+].Cl. Product: [F:18][C:15]1[CH:14]=[CH:13][C:12]([C:7]2[C:6]([C:4]([OH:3])=[O:5])=[C:10](/[CH:11]=[CH:19]/[C:20]3[CH:25]=[CH:24][CH:23]=[CH:22][CH:21]=3)[O:9][N:8]=2)=[CH:17][CH:16]=1. The catalyst class is: 8. (4) Reactant: [C:1]1([S:7]([N:10]2[C:18]3[C:13](=[C:14]([CH2:19][N:20]4[CH2:25][CH2:24][N:23](C(OC(C)(C)C)=O)[CH:22]([C:33]([O:35][CH3:36])=[O:34])[CH2:21]4)[CH:15]=[CH:16][CH:17]=3)[CH:12]=[CH:11]2)(=[O:9])=[O:8])[CH:6]=[CH:5][CH:4]=[CH:3][CH:2]=1.[C:37]([OH:43])([C:39]([F:42])([F:41])[F:40])=[O:38]. Product: [F:40][C:39]([F:42])([F:41])[C:37]([OH:43])=[O:38].[F:40][C:39]([F:42])([F:41])[C:37]([OH:43])=[O:38].[C:1]1([S:7]([N:10]2[C:18]3[C:13](=[C:14]([CH2:19][N:20]4[CH2:25][CH2:24][NH:23][CH:22]([C:33]([O:35][CH3:36])=[O:34])[CH2:21]4)[CH:15]=[CH:16][CH:17]=3)[CH:12]=[CH:11]2)(=[O:9])=[O:8])[CH:2]=[CH:3][CH:4]=[CH:5][CH:6]=1. The catalyst class is: 4. (5) Reactant: [CH3:1][O:2][C:3]([C:5]1[C:6]([OH:29])=[C:7]2[C:12](=[C:13](Br)[N:14]=1)[N:11]([CH2:16][CH:17]([CH2:20][CH3:21])[CH2:18][CH3:19])[C:10](=[O:22])[C:9]([C:23]1[CH:28]=[CH:27][CH:26]=[CH:25][CH:24]=1)=[CH:8]2)=[O:4].C([Sn](CCCC)(CCCC)[C:35]1[CH:36]=[N:37][CH:38]=[CH:39][CH:40]=1)CCC.CCOC(C)=O.Cl. Product: [CH3:1][O:2][C:3]([C:5]1[C:6]([OH:29])=[C:7]2[C:12](=[C:13]([C:35]3[CH:36]=[N:37][CH:38]=[CH:39][CH:40]=3)[N:14]=1)[N:11]([CH2:16][CH:17]([CH2:20][CH3:21])[CH2:18][CH3:19])[C:10](=[O:22])[C:9]([C:23]1[CH:28]=[CH:27][CH:26]=[CH:25][CH:24]=1)=[CH:8]2)=[O:4]. The catalyst class is: 510. (6) Reactant: [OH:1][C:2]1[CH:9]=[CH:8][C:5]([CH:6]=[O:7])=[CH:4][CH:3]=1.[CH3:10][O:11][CH2:12][CH2:13][O:14][CH2:15]Cl.C(N(CC)C(C)C)(C)C.C(Cl)(Cl)Cl. Product: [CH3:10][O:11][CH2:12][CH2:13][O:14][CH2:15][O:1][C:2]1[CH:9]=[CH:8][C:5]([CH:6]=[O:7])=[CH:4][CH:3]=1. The catalyst class is: 46.